This data is from Full USPTO retrosynthesis dataset with 1.9M reactions from patents (1976-2016). The task is: Predict the reactants needed to synthesize the given product. (1) Given the product [OH:1][C:2]1[CH:9]=[CH:8][C:5]([CH:6]=[N:16][NH:15][C:17]2[CH:22]=[CH:21][C:20]([C:23]3[C@H:24]([CH3:30])[CH2:25][C:26](=[O:29])[NH:27][N:28]=3)=[CH:19][CH:18]=2)=[C:4]([N+:10]([O-:12])=[O:11])[C:3]=1[O:13][CH3:14], predict the reactants needed to synthesize it. The reactants are: [OH:1][C:2]1[CH:9]=[CH:8][C:5]([CH:6]=O)=[C:4]([N+:10]([O-:12])=[O:11])[C:3]=1[O:13][CH3:14].[NH:15]([C:17]1[CH:22]=[CH:21][C:20]([C:23]2[C@H:24]([CH3:30])[CH2:25][C:26](=[O:29])[NH:27][N:28]=2)=[CH:19][CH:18]=1)[NH2:16]. (2) Given the product [Br:1][C:2]1[CH:3]=[CH:4][C:5]([F:10])=[C:6]([CH:7]([O:8][Si:11]([CH3:14])([CH3:13])[CH3:12])[C:18]#[N:19])[CH:9]=1, predict the reactants needed to synthesize it. The reactants are: [Br:1][C:2]1[CH:3]=[CH:4][C:5]([F:10])=[C:6]([CH:9]=1)[CH:7]=[O:8].[Si:11](C#N)([CH3:14])([CH3:13])[CH3:12].C[C:18]#[N:19]. (3) Given the product [CH3:1][S:2]([O:6][CH2:7][CH:8]1[CH2:12][CH2:11][N:10]([C:13]([O:15][C:16]([CH3:19])([CH3:18])[CH3:17])=[O:14])[CH2:9]1)(=[O:4])=[O:3], predict the reactants needed to synthesize it. The reactants are: [CH3:1][S:2](Cl)(=[O:4])=[O:3].[OH:6][CH2:7][CH:8]1[CH2:12][CH2:11][N:10]([C:13]([O:15][C:16]([CH3:19])([CH3:18])[CH3:17])=[O:14])[CH2:9]1. (4) Given the product [F:44][C:40]1[CH:39]=[C:38]([S:35]([CH:32]2[CH2:33][CH2:34][N:29]([C:19]3[N:18]=[C:17]4[CH2:16][NH:15][CH2:24][CH2:23][C:22]4=[N:21][C:20]=3[NH:25][CH:26]([CH3:28])[CH3:27])[CH2:30][CH2:31]2)(=[O:36])=[O:37])[CH:43]=[CH:42][CH:41]=1.[C:2]([OH:3])([C:4]([F:7])([F:6])[F:5])=[O:1], predict the reactants needed to synthesize it. The reactants are: [OH:1][C:2]([C:4]([F:7])([F:6])[F:5])=[O:3].C([N:15]1[CH2:24][CH2:23][C:22]2[C:17](=[N:18][C:19]([N:29]3[CH2:34][CH2:33][CH:32]([S:35]([C:38]4[CH:43]=[CH:42][CH:41]=[C:40]([F:44])[CH:39]=4)(=[O:37])=[O:36])[CH2:31][CH2:30]3)=[C:20]([NH:25][CH:26]([CH3:28])[CH3:27])[N:21]=2)[CH2:16]1)C1C=CC=CC=1. (5) Given the product [CH3:26][O:25][C:23]([C:21]1[C:20]([CH3:27])=[C:19]2[N:18]([CH:22]=1)[N:17]=[CH:16][N:15]=[C:14]2[CH:3]1[C:4]2[C:9](=[CH:8][CH:7]=[CH:6][CH:5]=2)[NH:1][C:2]1=[O:10])=[O:24], predict the reactants needed to synthesize it. The reactants are: [NH:1]1[C:9]2[C:4](=[CH:5][CH:6]=[CH:7][CH:8]=2)[CH2:3][C:2]1=[O:10].[H-].[Na+].Cl[C:14]1[C:19]2=[C:20]([CH3:27])[C:21]([C:23]([O:25][CH3:26])=[O:24])=[CH:22][N:18]2[N:17]=[CH:16][N:15]=1.C(O)(=O)C. (6) Given the product [NH2:1][C:2]1[S:3][C:4]2[CH:10]=[C:9]([Br:11])[CH:8]=[C:7]([O:12][CH2:13][P:14]([OH:19])([OH:16])=[O:15])[C:5]=2[N:6]=1, predict the reactants needed to synthesize it. The reactants are: [NH2:1][C:2]1[S:3][C:4]2[CH:10]=[C:9]([Br:11])[CH:8]=[C:7]([O:12][CH2:13][P:14]([O:19]CC)([O:16]CC)=[O:15])[C:5]=2[N:6]=1.C[Si](Br)(C)C. (7) Given the product [I:9][C:10]1[C:25]([CH3:26])=[CH:24][CH:23]=[CH:22][C:11]=1[C:12]1[N:16]2[CH:17]=[CH:18][CH:19]=[CH:20][C:15]2=[CH:14][N:13]=1, predict the reactants needed to synthesize it. The reactants are: II.N1C=CC=CC=1.[I:9][C:10]1[C:25]([CH3:26])=[CH:24][CH:23]=[CH:22][C:11]=1[C:12](=S)[NH:13][CH2:14][C:15]1[CH:20]=[CH:19][CH:18]=[CH:17][N:16]=1. (8) Given the product [CH2:1]([O:4][C@@:6]([CH3:5])([CH:9]=[CH2:10])[CH2:8][OH:7])[CH:2]=[CH2:3], predict the reactants needed to synthesize it. The reactants are: [CH2:1]([OH:4])[CH:2]=[CH2:3].[CH3:5][C:6]1([CH:9]=[CH2:10])[CH2:8][O:7]1.